Dataset: Retrosynthesis with 50K atom-mapped reactions and 10 reaction types from USPTO. Task: Predict the reactants needed to synthesize the given product. (1) Given the product CCNC[C@H](CC1CCCCC1)NC(=O)OC(C)(C)C, predict the reactants needed to synthesize it. The reactants are: CCNC(=O)[C@H](CC1CCCCC1)NC(=O)OC(C)(C)C. (2) Given the product C[C@H]1CN(c2ccc(S(=O)(=O)Nc3ccc(Cl)cc3C(=O)c3cccnc3)cc2)C[C@@H](C)O1, predict the reactants needed to synthesize it. The reactants are: C[C@H]1CNC[C@@H](C)O1.O=C(c1cccnc1)c1cc(Cl)ccc1NS(=O)(=O)c1ccc(Br)cc1. (3) Given the product C=CCS(=O)c1cccc(C(=O)N[C@@H](Cc2cc(F)cc(F)c2)[C@H](O)CNC2(c3cccc(CC)c3)CC2)c1, predict the reactants needed to synthesize it. The reactants are: C=CCSc1cccc(C(=O)N[C@@H](Cc2cc(F)cc(F)c2)[C@H](O)CNC2(c3cccc(CC)c3)CC2)c1.CC(=O)O. (4) The reactants are: COC(=O)c1ccc(CC(NC(=O)OC(C)(C)C)C(=O)OC(C)(C)C)cc1. Given the product CC(C)(C)OC(=O)NC(Cc1ccc(C(=O)O)cc1)C(=O)OC(C)(C)C, predict the reactants needed to synthesize it. (5) Given the product CSc1cccc(Nc2c(C#N)cnc3ccc(N)cc23)c1, predict the reactants needed to synthesize it. The reactants are: CSc1cccc(Nc2c(C#N)cnc3ccc([N+](=O)[O-])cc23)c1. (6) Given the product CON(C)C(=O)c1ccc(Oc2nccnc2C2CCSCC2)cc1, predict the reactants needed to synthesize it. The reactants are: CON(C)C(=O)c1ccc(Oc2nccnc2C2=CCSCC2)cc1.